Dataset: Reaction yield outcomes from USPTO patents with 853,638 reactions. Task: Predict the reaction yield, written as a fraction of the theoretical maximum amount of product (1.0 means a 100% yield; for example, 0.34 means a 34% yield). (1) The reactants are C([Li])CCC.Br[C:7]1[CH:8]=[N:9][CH:10]=[CH:11][C:12]=1[C:13]([F:16])([F:15])[F:14].C([O:20][B:21](OC(C)C)[O:22]C(C)C)(C)C. The catalyst is C1COCC1. The product is [F:14][C:13]([F:16])([F:15])[C:12]1[CH:11]=[CH:10][N:9]=[CH:8][C:7]=1[B:21]([OH:22])[OH:20]. The yield is 0.150. (2) The reactants are [Br:1][C:2]1[CH:3]=[CH:4][C:5]2[CH2:11][N:10]([C:12]3[CH:21]=[C:20](Cl)[C:19]4[C:14](=[CH:15][CH:16]=[CH:17][CH:18]=4)[N:13]=3)[C:9](=[O:23])[CH2:8][CH2:7][C:6]=2[CH:24]=1.[CH2:25]([NH2:28])[CH2:26][NH2:27]. No catalyst specified. The product is [NH2:27][CH2:26][CH2:25][NH:28][C:20]1[C:19]2[C:14](=[CH:15][CH:16]=[CH:17][CH:18]=2)[N:13]=[C:12]([N:10]2[C:9](=[O:23])[CH2:8][CH2:7][C:6]3[CH:24]=[C:2]([Br:1])[CH:3]=[CH:4][C:5]=3[CH2:11]2)[CH:21]=1. The yield is 0.980.